The task is: Predict the product of the given reaction.. This data is from Forward reaction prediction with 1.9M reactions from USPTO patents (1976-2016). (1) Given the reactants Br[C:2]1[C:3]([N:22]2[CH2:26][CH2:25][C@@H:24]([N:27](C)[C:28](=O)OC(C)(C)C)[CH2:23]2)=[N:4][CH:5]=[C:6]([C:8](=[O:21])[NH:9][C:10]2[CH:15]=[CH:14][C:13]([O:16][C:17]([F:20])([F:19])[F:18])=[CH:12][CH:11]=2)[CH:7]=1.[CH3:36][C:37]1[N:42]=[CH:41][C:40](B(O)O)=[CH:39][CH:38]=1, predict the reaction product. The product is: [CH3:36][C:37]1[N:42]=[CH:41][C:40]([C:2]2[C:3]([N:22]3[CH2:26][CH2:25][C@@H:24]([NH:27][CH3:28])[CH2:23]3)=[N:4][CH:5]=[C:6]([C:8]([NH:9][C:10]3[CH:11]=[CH:12][C:13]([O:16][C:17]([F:20])([F:19])[F:18])=[CH:14][CH:15]=3)=[O:21])[CH:7]=2)=[CH:39][CH:38]=1. (2) Given the reactants [CH3:1][O:2][C:3]1[CH:4]=[C:5]([CH:22]=[CH:23][C:24]=1[O:25][CH2:26][C:27]1[N:28]=[C:29]([C:33]2[CH:38]=[CH:37][CH:36]=[CH:35][CH:34]=2)[O:30][C:31]=1[CH3:32])[CH2:6][O:7]/[N:8]=[C:9](/[C:16]1[CH:21]=[CH:20][CH:19]=[CH:18][CH:17]=1)\[CH2:10][CH2:11][C:12]([O:14]C)=[O:13].[OH-].[Na+], predict the reaction product. The product is: [CH3:1][O:2][C:3]1[CH:4]=[C:5]([CH:22]=[CH:23][C:24]=1[O:25][CH2:26][C:27]1[N:28]=[C:29]([C:33]2[CH:38]=[CH:37][CH:36]=[CH:35][CH:34]=2)[O:30][C:31]=1[CH3:32])[CH2:6][O:7]/[N:8]=[C:9](/[C:16]1[CH:17]=[CH:18][CH:19]=[CH:20][CH:21]=1)\[CH2:10][CH2:11][C:12]([OH:14])=[O:13].